Dataset: Catalyst prediction with 721,799 reactions and 888 catalyst types from USPTO. Task: Predict which catalyst facilitates the given reaction. (1) Reactant: [OH-].[Na+].O1CCCC1CO.C([O:13][CH2:14][CH2:15][C@@:16]1([O:57][CH2:58][C:59]2[CH:64]=[CH:63][CH:62]=[CH:61][CH:60]=2)[C@@:20]([CH2:30][O:31][S:32]([C:35]2[CH:40]=[CH:39][C:38]([CH3:41])=[CH:37][CH:36]=2)(=[O:34])=[O:33])([CH2:21][O:22][CH2:23][C:24]2[CH:29]=[CH:28][CH:27]=[CH:26][CH:25]=2)[O:19][C@@H:18]([N:42]2[CH:49]=[C:48]([CH3:50])[C:46](=[O:47])[NH:45][C:43]2=[O:44])[C@@H:17]1[O:51][CH2:52][CH:53]([O:55][CH3:56])[CH3:54])(=O)C. Product: [CH2:58]([O:57][C@:16]1([CH2:15][CH2:14][OH:13])[C@@:20]([CH2:30][O:31][S:32]([C:35]2[CH:40]=[CH:39][C:38]([CH3:41])=[CH:37][CH:36]=2)(=[O:34])=[O:33])([CH2:21][O:22][CH2:23][C:24]2[CH:29]=[CH:28][CH:27]=[CH:26][CH:25]=2)[O:19][C@@H:18]([N:42]2[CH:49]=[C:48]([CH3:50])[C:46](=[O:47])[NH:45][C:43]2=[O:44])[C@@H:17]1[O:51][CH2:52][CH:53]([O:55][CH3:56])[CH3:54])[C:59]1[CH:64]=[CH:63][CH:62]=[CH:61][CH:60]=1. The catalyst class is: 6. (2) Reactant: Cl.[Cl:2][C:3]1[CH:4]=[C:5]2[C:9](=[CH:10][CH:11]=1)[NH:8][CH:7]=[C:6]2[CH2:12][CH2:13][NH2:14].C1CN([P+](ON2N=NC3C=CC=CC2=3)(N2CCCC2)N2CCCC2)CC1.F[P-](F)(F)(F)(F)F.C(N(CC)C(C)C)(C)C.[C:57]([C:59]1[CH:64]=[CH:63][C:62]([N:65]2[CH2:69][CH2:68][CH:67]([C:70](O)=[O:71])[C:66]2=[O:73])=[CH:61][CH:60]=1)#[N:58]. Product: [Cl:2][C:3]1[CH:4]=[C:5]2[C:9](=[CH:10][CH:11]=1)[NH:8][CH:7]=[C:6]2[CH2:12][CH2:13][NH:14][C:70]([CH:67]1[CH2:68][CH2:69][N:65]([C:62]2[CH:63]=[CH:64][C:59]([C:57]#[N:58])=[CH:60][CH:61]=2)[C:66]1=[O:73])=[O:71]. The catalyst class is: 3. (3) Reactant: [S:1]([C:5]1[CH:39]=[CH:38][C:8]([CH2:9][CH2:10][NH:11][CH2:12][C:13]2[N:14]([CH2:18][C:19]([N:21]([CH2:30][C:31]([O:33][C:34]([CH3:37])([CH3:36])[CH3:35])=[O:32])[CH2:22][C:23]([O:25][C:26]([CH3:29])([CH3:28])[CH3:27])=[O:24])=[O:20])[CH:15]=[CH:16][N:17]=2)=[CH:7][CH:6]=1)(=[O:4])(=[O:3])[NH2:2].CC(O)=O.[CH:44]([C:46]1[N:47]([CH2:51][C:52]([NH:54][C:55]2[CH:60]=[CH:59][CH:58]=[C:57]([I:61])[CH:56]=2)=[O:53])[CH:48]=[CH:49][N:50]=1)=O.[BH-](OC(C)=O)(OC(C)=O)OC(C)=O.[Na+]. Product: [I:61][C:57]1[CH:56]=[C:55]([NH:54][C:52](=[O:53])[CH2:51][N:47]2[CH:48]=[CH:49][N:50]=[C:46]2[CH2:44][N:11]([CH2:12][C:13]2[N:14]([CH2:18][C:19]([N:21]([CH2:30][C:31]([O:33][C:34]([CH3:37])([CH3:36])[CH3:35])=[O:32])[CH2:22][C:23]([O:25][C:26]([CH3:27])([CH3:28])[CH3:29])=[O:24])=[O:20])[CH:15]=[CH:16][N:17]=2)[CH2:10][CH2:9][C:8]2[CH:38]=[CH:39][C:5]([S:1](=[O:3])(=[O:4])[NH2:2])=[CH:6][CH:7]=2)[CH:60]=[CH:59][CH:58]=1. The catalyst class is: 325. (4) Reactant: [Br:1][C:2]1[CH:3]=[C:4]2[C:9](=[CH:10][CH:11]=1)[C:8](=O)/[C:7](=[CH:13]/[C:14]1[CH:19]=[CH:18][C:17]([O:20][C:21]([F:24])([F:23])[F:22])=[CH:16][CH:15]=1)/[CH2:6][CH2:5]2.[CH3:25][NH:26][NH2:27]. Product: [Br:1][C:2]1[CH:11]=[CH:10][C:9]2[C:8]3[CH:7]([CH:13]([C:14]4[CH:19]=[CH:18][C:17]([O:20][C:21]([F:24])([F:23])[F:22])=[CH:16][CH:15]=4)[N:26]([CH3:25])[N:27]=3)[CH2:6][CH2:5][C:4]=2[CH:3]=1. The catalyst class is: 14. (5) Reactant: Br[C:2]1[CH:3]=[C:4]2[C:8](=[CH:9][CH:10]=1)[NH:7][N:6]=[CH:5]2.[CH3:11][C:12]1([CH3:28])[C:16]([CH3:18])([CH3:17])[O:15][B:14]([B:14]2[O:15][C:16]([CH3:18])([CH3:17])[C:12]([CH3:28])([CH3:11])[O:13]2)[O:13]1.C(Cl)Cl.CC([O-])=O.[K+]. Product: [CH3:11][C:12]1([CH3:28])[C:16]([CH3:18])([CH3:17])[O:15][B:14]([C:2]2[CH:3]=[C:4]3[C:8](=[CH:9][CH:10]=2)[NH:7][N:6]=[CH:5]3)[O:13]1. The catalyst class is: 151. (6) Reactant: [Cl:1][C:2]1[N:6]2[CH2:7][CH2:8][NH:9][CH2:10][C:5]2=[C:4]([C:11]([NH2:13])=[O:12])[C:3]=1[C:14]1[CH:19]=[CH:18][CH:17]=[C:16]([F:20])[CH:15]=1.[O:21]([CH2:39][C:40]([CH3:56])([CH3:55])[CH2:41][NH:42][C:43](=O)[O:44]C1C=CC([N+]([O-])=O)=CC=1)[Si:22]([C:35]([CH3:38])([CH3:37])[CH3:36])([C:29]1[CH:34]=[CH:33][CH:32]=[CH:31][CH:30]=1)[C:23]1[CH:28]=[CH:27][CH:26]=[CH:25][CH:24]=1.C(=O)([O-])[O-].[Na+].[Na+].[OH-].[Na+]. Product: [O:21]([CH2:39][C:40]([CH3:56])([CH3:55])[CH2:41][NH:42][C:43]([N:9]1[CH2:8][CH2:7][N:6]2[C:2]([Cl:1])=[C:3]([C:14]3[CH:19]=[CH:18][CH:17]=[C:16]([F:20])[CH:15]=3)[C:4]([C:11]([NH2:13])=[O:12])=[C:5]2[CH2:10]1)=[O:44])[Si:22]([C:35]([CH3:38])([CH3:36])[CH3:37])([C:29]1[CH:30]=[CH:31][CH:32]=[CH:33][CH:34]=1)[C:23]1[CH:24]=[CH:25][CH:26]=[CH:27][CH:28]=1. The catalyst class is: 10. (7) Reactant: CC(OI1(OC(C)=O)(OC(C)=O)OC(=O)C2C=CC=CC1=2)=O.[CH2:23]([O:30][CH2:31][CH2:32][CH2:33][C@H:34]([CH3:37])[CH2:35][OH:36])[C:24]1[CH:29]=[CH:28][CH:27]=[CH:26][CH:25]=1. Product: [CH2:23]([O:30][CH2:31][CH2:32][CH2:33][C@H:34]([CH3:37])[CH:35]=[O:36])[C:24]1[CH:29]=[CH:28][CH:27]=[CH:26][CH:25]=1. The catalyst class is: 2.